This data is from Forward reaction prediction with 1.9M reactions from USPTO patents (1976-2016). The task is: Predict the product of the given reaction. (1) Given the reactants [OH-].[Na+].C[O:4][C:5](=[O:44])[CH2:6][C:7]1[CH:8]=[C:9]([C:13]2[CH:18]=[CH:17][C:16]([C:19]([CH2:41][CH3:42])([C:22]3[CH:27]=[CH:26][C:25](/[CH:28]=[CH:29]/[C:30]([OH:39])([C:35]([F:38])([F:37])[F:36])[C:31]([F:34])([F:33])[F:32])=[C:24]([CH3:40])[CH:23]=3)[CH2:20][CH3:21])=[CH:15][C:14]=2[CH3:43])[CH:10]=[CH:11][CH:12]=1, predict the reaction product. The product is: [CH2:20]([C:19]([C:16]1[CH:17]=[CH:18][C:13]([C:9]2[CH:10]=[CH:11][CH:12]=[C:7]([CH2:6][C:5]([OH:44])=[O:4])[CH:8]=2)=[C:14]([CH3:43])[CH:15]=1)([C:22]1[CH:27]=[CH:26][C:25](/[CH:28]=[CH:29]/[C:30]([OH:39])([C:35]([F:38])([F:37])[F:36])[C:31]([F:33])([F:32])[F:34])=[C:24]([CH3:40])[CH:23]=1)[CH2:41][CH3:42])[CH3:21]. (2) Given the reactants [OH:1][C:2]1[CH:3]=[C:4]([CH2:11][C:12]([O:14][CH3:15])=[O:13])[CH:5]=[CH:6][C:7]=1[N+:8]([O-])=O.[C:16]1([N:22]=[C:23]=S)[CH:21]=[CH:20][CH:19]=[CH:18][CH:17]=1, predict the reaction product. The product is: [C:16]1([NH:22][C:23]2[O:1][C:2]3[CH:3]=[C:4]([CH2:11][C:12]([O:14][CH3:15])=[O:13])[CH:5]=[CH:6][C:7]=3[N:8]=2)[CH:21]=[CH:20][CH:19]=[CH:18][CH:17]=1. (3) Given the reactants [CH3:1][O:2][C:3]1[CH:38]=[CH:37][C:6]([CH2:7][N:8]([C:32]2[S:33][CH:34]=[CH:35][N:36]=2)[S:9]([C:12]2[CH:13]=[CH:14][C:15]3[N:20]([C:21]4[CH:26]=[CH:25][CH:24]=[CH:23][C:22]=4[O:27]COC)[CH2:19][CH2:18][O:17][C:16]=3[CH:31]=2)(=[O:11])=[O:10])=[CH:5][CH:4]=1.Cl, predict the reaction product. The product is: [OH:27][C:22]1[CH:23]=[CH:24][CH:25]=[CH:26][C:21]=1[N:20]1[CH2:19][CH2:18][O:17][C:16]2[CH:31]=[C:12]([S:9]([N:8]([CH2:7][C:6]3[CH:5]=[CH:4][C:3]([O:2][CH3:1])=[CH:38][CH:37]=3)[C:32]3[S:33][CH:34]=[CH:35][N:36]=3)(=[O:10])=[O:11])[CH:13]=[CH:14][C:15]1=2. (4) Given the reactants I[C:2]1[C:6]2[C:7]([O:11][CH3:12])=[N:8][CH:9]=[CH:10][C:5]=2[N:4]([CH:13]2[CH2:18][CH2:17][O:16][CH2:15][CH2:14]2)[CH:3]=1.CC1(C)C(C)(C)OB([C:27]2[CH:32]=[CH:31][C:30]([S:33]([NH2:36])(=[O:35])=[O:34])=[CH:29][CH:28]=2)O1.C(=O)([O-])[O-].[K+].[K+], predict the reaction product. The product is: [CH3:12][O:11][C:7]1[C:6]2[C:2]([C:27]3[CH:32]=[CH:31][C:30]([S:33]([NH2:36])(=[O:35])=[O:34])=[CH:29][CH:28]=3)=[CH:3][N:4]([CH:13]3[CH2:18][CH2:17][O:16][CH2:15][CH2:14]3)[C:5]=2[CH:10]=[CH:9][N:8]=1. (5) Given the reactants [OH:1][C:2]1[C:9]([O:10][CH3:11])=[CH:8][C:5]([CH:6]=[O:7])=[CH:4][C:3]=1[O:12][CH3:13].C([O-])([O-])=O.[Cs+].[Cs+].[Br-].O, predict the reaction product. The product is: [CH:5]1([CH2:6][O:1][C:2]2[C:3]([O:12][CH3:13])=[CH:4][C:5]([CH:6]=[O:7])=[CH:8][C:9]=2[O:10][CH3:11])[CH2:8][CH2:9][CH2:2][CH2:3][CH2:4]1. (6) Given the reactants FC(F)(F)S(O[C:7]1[C:8]2[CH2:29][N:28]([CH3:30])[CH2:27][CH2:26][C:9]=2[N:10]=[C:11]([NH:13][C:14]2[CH:19]=[CH:18][C:17]([N:20]3[CH:24]=[CH:23][N:22]=[C:21]3[CH3:25])=[CH:16][CH:15]=2)[N:12]=1)(=O)=O.[NH:33]1[C:41]2[C:36](=[CH:37][CH:38]=[CH:39][CH:40]=2)[CH2:35][C@@H:34]1[CH2:42][OH:43], predict the reaction product. The product is: [CH3:30][N:28]1[CH2:27][CH2:26][C:9]2[N:10]=[C:11]([NH:13][C:14]3[CH:19]=[CH:18][C:17]([N:20]4[CH:24]=[CH:23][N:22]=[C:21]4[CH3:25])=[CH:16][CH:15]=3)[N:12]=[C:7]([N:33]3[C:41]4[C:36](=[CH:37][CH:38]=[CH:39][CH:40]=4)[CH2:35][C@@H:34]3[CH2:42][OH:43])[C:8]=2[CH2:29]1.